Regression. Given two drug SMILES strings and cell line genomic features, predict the synergy score measuring deviation from expected non-interaction effect. From a dataset of NCI-60 drug combinations with 297,098 pairs across 59 cell lines. (1) Drug 1: CCCS(=O)(=O)NC1=C(C(=C(C=C1)F)C(=O)C2=CNC3=C2C=C(C=N3)C4=CC=C(C=C4)Cl)F. Drug 2: C1C(C(OC1N2C=NC3=C2NC=NCC3O)CO)O. Cell line: NCI-H322M. Synergy scores: CSS=1.69, Synergy_ZIP=0.939, Synergy_Bliss=2.50, Synergy_Loewe=-3.71, Synergy_HSA=-3.33. (2) Drug 1: CC1=C2C(C(=O)C3(C(CC4C(C3C(C(C2(C)C)(CC1OC(=O)C(C(C5=CC=CC=C5)NC(=O)C6=CC=CC=C6)O)O)OC(=O)C7=CC=CC=C7)(CO4)OC(=O)C)O)C)OC(=O)C. Drug 2: C1CC(=O)NC(=O)C1N2C(=O)C3=CC=CC=C3C2=O. Cell line: IGROV1. Synergy scores: CSS=17.7, Synergy_ZIP=-0.752, Synergy_Bliss=1.44, Synergy_Loewe=-11.1, Synergy_HSA=-0.0324.